Predict the reactants needed to synthesize the given product. From a dataset of Full USPTO retrosynthesis dataset with 1.9M reactions from patents (1976-2016). (1) Given the product [CH3:33][C@@H:34]([NH:64][CH3:65])[C@H:35]1[O:40][C@H:39]([O:41][C@H:42]2[C@H:47]([OH:48])[C@@H:46]([O:49][C@H:50]3[O:55][CH2:54][C@@:53]([OH:57])([CH3:56])[C@H:52]([NH:58][CH3:59])[C@H:51]3[OH:60])[C@H:45]([NH2:61])[CH2:44][C@@H:43]2[NH2:62])[C@H:38]([NH2:63])[CH2:37][CH2:36]1, predict the reactants needed to synthesize it. The reactants are: CC(N)[C@H]1O[C@H](O[C@H]2[C@H](O)[C@@H](O[C@H]3OC[C@@](O)(C)[C@H](NC)[C@H]3O)[C@H](N)C[C@@H]2N)[C@H](N)CC1.[CH3:33][CH:34]([NH:64][CH3:65])[C@H:35]1[O:40][C@H:39]([O:41][C@H:42]2[C@H:47]([OH:48])[C@@H:46]([O:49][C@H:50]3[O:55][CH2:54][C@@:53]([OH:57])([CH3:56])[C@H:52]([NH:58][CH3:59])[C@H:51]3[OH:60])[C@H:45]([NH2:61])[CH2:44][C@@H:43]2[NH2:62])[C@H:38]([NH2:63])[CH2:37][CH2:36]1.C[C@@]1(O)[C@H](NC)[C@@H](O)[C@@H](O[C@@H]2[C@@H](O)[C@H](O[C@H]3O[C@H](CN)CC[C@H]3N)[C@@H](N)C[C@H]2N)OC1.OS(O)(=O)=O.C(O)(=O)C. (2) Given the product [C:3]([C:5]1[CH:6]=[C:7]2[C:11](=[CH:12][CH:13]=1)[NH:10][C:9](=[O:14])[CH2:8]2)([OH:4])=[O:2], predict the reactants needed to synthesize it. The reactants are: C[O:2][C:3]([C:5]1[CH:6]=[C:7]2[C:11](=[CH:12][CH:13]=1)[NH:10][C:9](=[O:14])[CH2:8]2)=[O:4].[OH-].[Na+].